This data is from Reaction yield outcomes from USPTO patents with 853,638 reactions. The task is: Predict the reaction yield, written as a fraction of the theoretical maximum amount of product (1.0 means a 100% yield; for example, 0.34 means a 34% yield). (1) The reactants are [Cl:1][C:2]1[N:3]=[C:4]([C:9]([NH:11][CH:12]2[CH2:15][N:14]([C:16]3[S:17][C:18]4[CH:24]=[C:23](C(OCC)=O)[CH:22]=[CH:21][C:19]=4[N:20]=3)[CH2:13]2)=[O:10])[NH:5][C:6]=1[CH2:7][CH3:8].[OH-:30].[Li+].C1[CH2:36][O:35]CC1.O. The catalyst is CO. The product is [Cl:1][C:2]1[N:3]=[C:4]([C:9]([NH:11][CH:12]2[CH2:15][N:14]([C:16]3[S:17][C:18]4[C:24]([C:36]([OH:35])=[O:30])=[CH:23][CH:22]=[CH:21][C:19]=4[N:20]=3)[CH2:13]2)=[O:10])[NH:5][C:6]=1[CH2:7][CH3:8]. The yield is 0.830. (2) The reactants are [Cl:1][C:2]1[N:10]=[C:9]2[C:5]([N:6]=[CH:7][N:8]2[CH:11]2[CH2:16][CH2:15][CH2:14][CH2:13][O:12]2)=[C:4]([N:17]2[CH2:22][CH2:21][O:20][CH2:19][CH2:18]2)[N:3]=1.CN(CCN(C)C)C.[Li]CCCC.ClCC[I:39]. The catalyst is C1COCC1. The product is [Cl:1][C:2]1[N:10]=[C:9]2[C:5]([N:6]=[C:7]([I:39])[N:8]2[CH:11]2[CH2:16][CH2:15][CH2:14][CH2:13][O:12]2)=[C:4]([N:17]2[CH2:22][CH2:21][O:20][CH2:19][CH2:18]2)[N:3]=1. The yield is 0.870. (3) The catalyst is CO.C(O)=O.[Pd]. The reactants are C([N:8]1[CH2:13][C@H:12]2[CH2:14][C@@H:9]1[CH2:10][N:11]2[C:15]1[CH:25]=[CH:24][C:18]([C:19]([O:21][CH2:22][CH3:23])=[O:20])=[CH:17][CH:16]=1)C1C=CC=CC=1. The product is [CH:19]([OH:21])=[O:20].[C@@H:12]12[CH2:14][C@@H:9]([NH:8][CH2:13]1)[CH2:10][N:11]2[C:15]1[CH:16]=[CH:17][C:18]([C:19]([O:21][CH2:22][CH3:23])=[O:20])=[CH:24][CH:25]=1. The yield is 0.990.